This data is from Full USPTO retrosynthesis dataset with 1.9M reactions from patents (1976-2016). The task is: Predict the reactants needed to synthesize the given product. (1) Given the product [CH3:16][N:14]1[N:13]=[C:12]2[CH:17]=[CH:18][C:9]([C:7]3[N:8]=[C:4]([CH:3]=[O:2])[NH:5][C:6]=3[C:19]3[CH:24]=[CH:23][CH:22]=[C:21]([CH3:25])[N:20]=3)=[CH:10][C:11]2=[N:15]1, predict the reactants needed to synthesize it. The reactants are: C[O:2][CH:3](OC)[C:4]1[NH:5][C:6]([C:19]2[CH:24]=[CH:23][CH:22]=[C:21]([CH3:25])[N:20]=2)=[C:7]([C:9]2[CH:18]=[CH:17][C:12]3=[N:13][N:14]([CH3:16])[N:15]=[C:11]3[CH:10]=2)[N:8]=1.Cl.O.C(=O)([O-])O.[Na+]. (2) Given the product [CH2:35]([O:41][C:27]([C:26]1[C:15]([C:14]2[CH:18]=[CH:19][C:11]([O:10][CH2:9][C:8]3[CH:20]=[CH:21][C:5]([S:2]([CH3:1])(=[O:3])=[O:4])=[CH:6][CH:7]=3)=[CH:12][CH:13]=2)=[N:16][O:17][C:25]=1[CH3:24])=[O:28])[CH3:36], predict the reactants needed to synthesize it. The reactants are: [CH3:1][S:2]([C:5]1[CH:21]=[CH:20][C:8]([CH2:9][O:10][C:11]2[CH:19]=[CH:18][C:14]([CH:15]=[N:16][OH:17])=[CH:13][CH:12]=2)=[CH:7][CH:6]=1)(=[O:4])=[O:3].ClN1[C:27](=[O:28])[CH2:26][CH2:25][C:24]1=O.C(N([CH2:35][CH3:36])CC)C.CN(C=[O:41])C. (3) Given the product [CH3:27][C:22]1([CH3:28])[C:23]([CH3:26])([CH3:25])[O:24][B:20]([C:2]2[CH:3]=[C:4]3[C:9](=[CH:10][CH:11]=2)[O:8][CH2:7][CH2:6][C@@H:5]3[NH:12][C:13](=[O:19])[O:14][C:15]([CH3:18])([CH3:17])[CH3:16])[O:21]1, predict the reactants needed to synthesize it. The reactants are: I[C:2]1[CH:3]=[C:4]2[C:9](=[CH:10][CH:11]=1)[O:8][CH2:7][CH2:6][C@@H:5]2[NH:12][C:13](=[O:19])[O:14][C:15]([CH3:18])([CH3:17])[CH3:16].[B:20]1([B:20]2[O:24][C:23]([CH3:26])([CH3:25])[C:22]([CH3:28])([CH3:27])[O:21]2)[O:24][C:23]([CH3:26])([CH3:25])[C:22]([CH3:28])([CH3:27])[O:21]1.C([O-])(=O)C.[K+].ClCCl. (4) Given the product [F:27][C:22]1[CH:21]=[C:20]([CH:25]=[C:24]([F:26])[CH:23]=1)[CH2:19][C@H:2]([NH:1][C:35](=[O:42])[CH2:36][CH2:37][CH2:38][C:39]([OH:41])=[O:40])[C@H:3]([OH:18])[CH2:4][NH:5][C@@H:6]1[C:15]2[C:10](=[CH:11][CH:12]=[C:13]([CH2:16][CH3:17])[CH:14]=2)[CH2:9][CH2:8][CH2:7]1, predict the reactants needed to synthesize it. The reactants are: [NH2:1][CH:2]([CH2:19][C:20]1[CH:25]=[C:24]([F:26])[CH:23]=[C:22]([F:27])[CH:21]=1)[CH:3]([OH:18])[CH2:4][NH:5][CH:6]1[C:15]2[C:10](=[CH:11][CH:12]=[C:13]([CH2:16][CH3:17])[CH:14]=2)[CH2:9][CH2:8][CH2:7]1.C(N(CC)CC)C.[C:35]1(=[O:42])[O:41][C:39](=[O:40])[CH2:38][CH2:37][CH2:36]1.